This data is from Catalyst prediction with 721,799 reactions and 888 catalyst types from USPTO. The task is: Predict which catalyst facilitates the given reaction. (1) Reactant: Br[CH2:2][C:3]1[CH:12]=[CH:11][C:6]([C:7]([O:9][CH3:10])=[O:8])=[CH:5][CH:4]=1.[F-:13].[K+].[Cl-].[NH4+]. Product: [F:13][CH2:2][C:3]1[CH:12]=[CH:11][C:6]([C:7]([O:9][CH3:10])=[O:8])=[CH:5][CH:4]=1. The catalyst class is: 10. (2) Reactant: [CH3:1][N:2]1[CH:6]=[C:5]([N:7]2[CH:12]=[CH:11][C:10](=[O:13])[C:9]([CH2:14][C:15]3[CH:16]=[C:17]([C:21]4[N:26]=[CH:25][C:24]([C:27]([O:29]C)=[O:28])=[CH:23][N:22]=4)[CH:18]=[CH:19][CH:20]=3)=[N:8]2)[CH:4]=[N:3]1.[OH-].[Na+].Cl. Product: [CH3:1][N:2]1[CH:6]=[C:5]([N:7]2[CH:12]=[CH:11][C:10](=[O:13])[C:9]([CH2:14][C:15]3[CH:16]=[C:17]([C:21]4[N:22]=[CH:23][C:24]([C:27]([OH:29])=[O:28])=[CH:25][N:26]=4)[CH:18]=[CH:19][CH:20]=3)=[N:8]2)[CH:4]=[N:3]1. The catalyst class is: 24. (3) Reactant: [CH2:1]([O:3][C:4](=[O:15])[C:5](=[CH:11]OCC)[C:6]([O:8]CC)=[O:7])[CH3:2].Cl.NO.C([N:21](CC)CC)C.Cl. Product: [CH2:1]([O:3][C:4]([C:5]1[C:6](=[O:7])[O:8][NH:21][CH:11]=1)=[O:15])[CH3:2]. The catalyst class is: 40. (4) Reactant: C(OC([N:8]1[CH2:11][CH:10]([N:12]2[CH2:17][CH2:16][N:15]([C:18]([C:20]3[S:21][CH:22]=[CH:23][N:24]=3)=[O:19])[CH2:14][CH2:13]2)[CH2:9]1)=O)(C)(C)C.C(O)(C(F)(F)F)=O. Product: [NH:8]1[CH2:9][CH:10]([N:12]2[CH2:13][CH2:14][N:15]([C:18]([C:20]3[S:21][CH:22]=[CH:23][N:24]=3)=[O:19])[CH2:16][CH2:17]2)[CH2:11]1. The catalyst class is: 2. (5) Product: [C:1]1([C:7]([C:17]2[CH:22]=[CH:21][CH:20]=[CH:19][CH:18]=2)=[CH:8][C:9]2[CH:14]=[C:13]([Br:15])[CH:12]=[C:11]([C:23]3[C:32]4[C:27](=[CH:28][CH:29]=[CH:30][CH:31]=4)[CH:26]=[CH:25][CH:24]=3)[CH:10]=2)[CH:2]=[CH:3][CH:4]=[CH:5][CH:6]=1. Reactant: [C:1]1([C:7]([C:17]2[CH:22]=[CH:21][CH:20]=[CH:19][CH:18]=2)=[CH:8][C:9]2[CH:14]=[C:13]([Br:15])[CH:12]=[C:11](Br)[CH:10]=2)[CH:6]=[CH:5][CH:4]=[CH:3][CH:2]=1.[C:23]1(B(O)O)[C:32]2[C:27](=[CH:28][CH:29]=[CH:30][CH:31]=2)[CH:26]=[CH:25][CH:24]=1.C(=O)([O-])[O-].[Na+].[Na+]. The catalyst class is: 206. (6) Reactant: [Cl:1][C:2]1[CH:7]=[CH:6][C:5]([C:8]2[S:12][C:11]([CH2:13][CH3:14])=[C:10]([CH:15]([C:17]3[O:18][CH:19]=[CH:20][CH:21]=3)O)[CH:9]=2)=[CH:4][CH:3]=1.CC(C)=[O:24]. Product: [Cl:1][C:2]1[CH:3]=[CH:4][C:5]([C:8]2[S:12][C:11]([CH2:13][CH3:14])=[C:10]([CH:15]3[C:17](=[O:24])[CH:21]=[CH:20][CH:19]3[OH:18])[CH:9]=2)=[CH:6][CH:7]=1. The catalyst class is: 6. (7) Reactant: [C:1]([S:14](F)(=[O:16])=[O:15])([C:4]([C:7]([C:10]([F:13])([F:12])[F:11])([F:9])[F:8])([F:6])[F:5])([F:3])[F:2].[CH2:18]([NH2:24])[CH2:19][CH2:20][CH2:21][CH2:22][CH3:23].C(N(CC)CC)C. Product: [C:1]([S:14]([NH:24][CH2:18][CH2:19][CH2:20][CH2:21][CH2:22][CH3:23])(=[O:16])=[O:15])([C:4]([C:7]([C:10]([F:13])([F:12])[F:11])([F:9])[F:8])([F:6])[F:5])([F:3])[F:2]. The catalyst class is: 6. (8) Reactant: [F:1][C:2]1[CH:3]=[CH:4][C:5]([N+:15]([O-])=O)=[C:6]([NH:8][C:9]2[N:14]=[CH:13][CH:12]=[CH:11][N:10]=2)[CH:7]=1. Product: [F:1][C:2]1[CH:7]=[C:6]([NH:8][C:9]2[N:10]=[CH:11][CH:12]=[CH:13][N:14]=2)[C:5]([NH2:15])=[CH:4][CH:3]=1. The catalyst class is: 45. (9) Reactant: [NH2:1][C:2]1[N:7]=[C:6]([N:8]2[CH2:13][CH2:12][CH2:11][C@H:10]([C:14]([OH:16])=O)[CH2:9]2)[CH:5]=[C:4]([C:17]2[CH:22]=[CH:21][C:20]([C:23]#[N:24])=[C:19]([F:25])[CH:18]=2)[N:3]=1.C(Cl)CCl.C1C=CC2N(O)N=NC=2C=1.[NH2:40][C:41]1[CH:46]=[CH:45][C:44]([CH3:47])=[CH:43][CH:42]=1. Product: [NH2:1][C:2]1[N:7]=[C:6]([N:8]2[CH2:13][CH2:12][CH2:11][C@H:10]([C:14]([NH:40][C:41]3[CH:46]=[CH:45][C:44]([CH3:47])=[CH:43][CH:42]=3)=[O:16])[CH2:9]2)[CH:5]=[C:4]([C:17]2[CH:22]=[CH:21][C:20]([C:23]#[N:24])=[C:19]([F:25])[CH:18]=2)[N:3]=1. The catalyst class is: 31.